Dataset: Reaction yield outcomes from USPTO patents with 853,638 reactions. Task: Predict the reaction yield, written as a fraction of the theoretical maximum amount of product (1.0 means a 100% yield; for example, 0.34 means a 34% yield). (1) The catalyst is CCOC(C)=O.[O-2].[O-2].[Mn+4]. The reactants are [Br:1][C:2]1[N:3]=[C:4]([CH:22]2[CH2:24][CH2:23]2)[N:5]([CH2:14][O:15][CH2:16][CH2:17][Si:18]([CH3:21])([CH3:20])[CH3:19])[C:6]=1[CH:7]1[CH2:12][CH:11]=[N:10][C:9]([Cl:13])=[N:8]1. The yield is 0.830. The product is [Br:1][C:2]1[N:3]=[C:4]([CH:22]2[CH2:24][CH2:23]2)[N:5]([CH2:14][O:15][CH2:16][CH2:17][Si:18]([CH3:19])([CH3:20])[CH3:21])[C:6]=1[C:7]1[CH:12]=[CH:11][N:10]=[C:9]([Cl:13])[N:8]=1. (2) The reactants are [C:1]([C:3]1[C:4]([NH2:9])=[N:5][CH:6]=[CH:7][CH:8]=1)#[CH:2].[C:10]1([S:16][CH2:17][C:18]2[CH:23]=[CH:22][C:21]([CH2:24]C(Cl)=NO)=CC=2)[CH:15]=[CH:14][CH:13]=[CH:12][CH:11]=1.[CH2:29]([N:31](CC)CC)[CH3:30].[O:36]1CCCC1. No catalyst specified. The product is [C:17]1([S:16][C:10]2[CH:11]=[CH:12][C:13]([CH2:30][C:29]3[CH:2]=[C:1]([C:3]4[C:4]([NH2:9])=[N:5][CH:6]=[CH:7][CH:8]=4)[O:36][N:31]=3)=[CH:14][CH:15]=2)[CH:18]=[CH:23][CH:22]=[CH:21][CH:24]=1. The yield is 0.260. (3) The reactants are [NH2:1][C:2]1[N:7]=[CH:6][N:5]=[C:4]2[N:8]([CH2:12][C:13]3[O:14][C:15]4[C:20]([C:21](=[O:29])[C:22]=3[C:23]3[CH:28]=[CH:27][CH:26]=[CH:25][CH:24]=3)=[CH:19][CH:18]=[CH:17][CH:16]=4)[N:9]=[C:10](I)[C:3]=12.[CH2:30]([OH:33])[C:31]#[CH:32].ClCCl. The catalyst is C1COCC1.[Cu]I. The product is [NH2:1][C:2]1[N:7]=[CH:6][N:5]=[C:4]2[N:8]([CH2:12][C:13]3[O:14][C:15]4[C:20]([C:21](=[O:29])[C:22]=3[C:23]3[CH:28]=[CH:27][CH:26]=[CH:25][CH:24]=3)=[CH:19][CH:18]=[CH:17][CH:16]=4)[N:9]=[C:10]([C:32]#[C:31][CH2:30][OH:33])[C:3]=12. The yield is 0.770.